Dataset: Peptide-MHC class II binding affinity with 134,281 pairs from IEDB. Task: Regression. Given a peptide amino acid sequence and an MHC pseudo amino acid sequence, predict their binding affinity value. This is MHC class II binding data. The peptide sequence is LSFMDKGIPFMKMNI. The MHC is DRB1_0801 with pseudo-sequence DRB1_0801. The binding affinity (normalized) is 0.614.